Predict the product of the given reaction. From a dataset of Forward reaction prediction with 1.9M reactions from USPTO patents (1976-2016). (1) The product is: [CH3:19][C:11]1[C:10]([Br:9])=[CH:15][CH:14]=[CH:13][C:12]=1[N:16]1[C:17](=[O:18])[NH:7][N:6]=[N:5]1. Given the reactants [Cl-].[Al+3].[Cl-].[Cl-].[N-:5]=[N+:6]=[N-:7].[Na+].[Br:9][C:10]1[CH:15]=[CH:14][CH:13]=[C:12]([N:16]=[C:17]=[O:18])[C:11]=1[CH3:19].Cl, predict the reaction product. (2) Given the reactants [CH3:1][N:2]1[CH2:7][CH2:6][NH:5][CH2:4][CH2:3]1.Cl[C:9]1[C:14]([N+:15]([O-:17])=[O:16])=[CH:13][N:12]=[C:11]([NH2:18])[CH:10]=1.CCN(C(C)C)C(C)C, predict the reaction product. The product is: [CH3:1][N:2]1[CH2:7][CH2:6][N:5]([C:9]2[C:14]([N+:15]([O-:17])=[O:16])=[CH:13][N:12]=[C:11]([NH2:18])[CH:10]=2)[CH2:4][CH2:3]1.